This data is from Forward reaction prediction with 1.9M reactions from USPTO patents (1976-2016). The task is: Predict the product of the given reaction. (1) The product is: [Cl:1][C:2]1[CH:3]=[C:4]([C:8]2[N:13]=[C:12]3[CH2:14][CH2:15][CH2:16][C:11]3=[C:10]([S:17]([C:20]3[CH:25]=[CH:24][C:23]([CH2:26][C:27]([NH2:31])=[O:29])=[CH:22][CH:21]=3)(=[O:19])=[O:18])[CH:9]=2)[CH:5]=[CH:6][CH:7]=1. Given the reactants [Cl:1][C:2]1[CH:3]=[C:4]([C:8]2[N:13]=[C:12]3[CH2:14][CH2:15][CH2:16][C:11]3=[C:10]([S:17]([C:20]3[CH:25]=[CH:24][C:23]([CH2:26][C:27]([O:29]C)=O)=[CH:22][CH:21]=3)(=[O:19])=[O:18])[CH:9]=2)[CH:5]=[CH:6][CH:7]=1.[NH3:31], predict the reaction product. (2) Given the reactants [OH:1][NH:2][C:3]([C:5]1[CH:10]=[CH:9][C:8]([NH:11][C:12](=[O:29])[CH2:13][CH2:14][CH2:15][C:16]([NH:18][C:19]2[CH:24]=[CH:23][C:22]([C:25](=[NH:28])[NH:26]O)=[CH:21][CH:20]=2)=[O:17])=[CH:7][CH:6]=1)=[NH:4].[C:30](O[C:30](=O)[CH2:31][CH2:32][CH3:33])(=O)[CH2:31][CH2:32][CH3:33].[C:41](=O)(O)[O-].[Na+].C(O[CH2:50][CH3:51])(=O)C.[CH3:52][OH:53], predict the reaction product. The product is: [CH2:41]([C:52]1[O:53][N:28]=[C:25]([C:22]2[CH:21]=[CH:20][C:19]([NH:18][C:16](=[O:17])[CH2:15][CH2:14][CH2:13][C:12]([NH:11][C:8]3[CH:7]=[CH:6][C:5]([C:3]4[N:4]=[C:30]([CH2:31][CH2:32][CH3:33])[O:1][N:2]=4)=[CH:10][CH:9]=3)=[O:29])=[CH:24][CH:23]=2)[N:26]=1)[CH2:50][CH3:51].